Task: Predict which catalyst facilitates the given reaction.. Dataset: Catalyst prediction with 721,799 reactions and 888 catalyst types from USPTO Reactant: [NH2:1][C:2]1[C:7]([C:8]2[S:12][C:11]3[CH:13]=[CH:14][C:15]([NH:17][C:18]([NH:20][C:21]4[CH:26]=[CH:25][C:24]([Cl:27])=[C:23]([C:28]([F:31])([F:30])[F:29])[CH:22]=4)=[O:19])=[CH:16][C:10]=3[CH:9]=2)=[CH:6][C:5]([C:32]2[N:33]=[N:34][N:35]([CH2:37][CH2:38][O:39][Si](C(C)(C)C)(C)C)[N:36]=2)=[CH:4][N:3]=1.[F-].C([N+](CCCC)(CCCC)CCCC)CCC. Product: [NH2:1][C:2]1[C:7]([C:8]2[S:12][C:11]3[CH:13]=[CH:14][C:15]([NH:17][C:18]([NH:20][C:21]4[CH:26]=[CH:25][C:24]([Cl:27])=[C:23]([C:28]([F:31])([F:30])[F:29])[CH:22]=4)=[O:19])=[CH:16][C:10]=3[CH:9]=2)=[CH:6][C:5]([C:32]2[N:33]=[N:34][N:35]([CH2:37][CH2:38][OH:39])[N:36]=2)=[CH:4][N:3]=1. The catalyst class is: 7.